The task is: Regression. Given two drug SMILES strings and cell line genomic features, predict the synergy score measuring deviation from expected non-interaction effect.. This data is from NCI-60 drug combinations with 297,098 pairs across 59 cell lines. (1) Drug 1: CS(=O)(=O)CCNCC1=CC=C(O1)C2=CC3=C(C=C2)N=CN=C3NC4=CC(=C(C=C4)OCC5=CC(=CC=C5)F)Cl. Drug 2: CCCCC(=O)OCC(=O)C1(CC(C2=C(C1)C(=C3C(=C2O)C(=O)C4=C(C3=O)C=CC=C4OC)O)OC5CC(C(C(O5)C)O)NC(=O)C(F)(F)F)O. Cell line: HOP-62. Synergy scores: CSS=22.9, Synergy_ZIP=2.37, Synergy_Bliss=1.71, Synergy_Loewe=1.59, Synergy_HSA=0.580. (2) Drug 1: CC1=CC2C(CCC3(C2CCC3(C(=O)C)OC(=O)C)C)C4(C1=CC(=O)CC4)C. Drug 2: COC1=NC(=NC2=C1N=CN2C3C(C(C(O3)CO)O)O)N. Cell line: SN12C. Synergy scores: CSS=3.86, Synergy_ZIP=0.0628, Synergy_Bliss=4.86, Synergy_Loewe=3.53, Synergy_HSA=3.91. (3) Drug 1: CC1=C(C(=CC=C1)Cl)NC(=O)C2=CN=C(S2)NC3=CC(=NC(=N3)C)N4CCN(CC4)CCO. Drug 2: C1CN(P(=O)(OC1)NCCCl)CCCl. Cell line: HT29. Synergy scores: CSS=25.1, Synergy_ZIP=-0.832, Synergy_Bliss=-0.0904, Synergy_Loewe=-53.4, Synergy_HSA=1.89. (4) Drug 1: CN1CCC(CC1)COC2=C(C=C3C(=C2)N=CN=C3NC4=C(C=C(C=C4)Br)F)OC. Drug 2: C#CCC(CC1=CN=C2C(=N1)C(=NC(=N2)N)N)C3=CC=C(C=C3)C(=O)NC(CCC(=O)O)C(=O)O. Cell line: HOP-62. Synergy scores: CSS=0.450, Synergy_ZIP=-0.734, Synergy_Bliss=-1.71, Synergy_Loewe=-1.02, Synergy_HSA=-2.17. (5) Drug 1: C1=NC2=C(N=C(N=C2N1C3C(C(C(O3)CO)O)O)F)N. Drug 2: C(CCl)NC(=O)N(CCCl)N=O. Cell line: KM12. Synergy scores: CSS=2.05, Synergy_ZIP=1.67, Synergy_Bliss=7.43, Synergy_Loewe=-7.86, Synergy_HSA=-1.92.